From a dataset of Catalyst prediction with 721,799 reactions and 888 catalyst types from USPTO. Predict which catalyst facilitates the given reaction. (1) Reactant: [CH3:1][C:2]([C:12]1[CH:17]=[CH:16][C:15]([C:18](=[O:36])[NH:19][C:20]2[CH:25]=[C:24]([C:26]3[CH:31]=[CH:30][CH:29]=[CH:28][CH:27]=3)[N:23]3[N:32]=[C:33]([CH3:35])[CH:34]=[C:22]3[N:21]=2)=[CH:14][CH:13]=1)([CH3:11])[CH2:3][NH:4][C:5](=[O:10])[C:6]([O:8]C)=[O:7].[OH-].[Li+].Cl. Product: [CH3:11][C:2]([C:12]1[CH:13]=[CH:14][C:15]([C:18](=[O:36])[NH:19][C:20]2[CH:25]=[C:24]([C:26]3[CH:27]=[CH:28][CH:29]=[CH:30][CH:31]=3)[N:23]3[N:32]=[C:33]([CH3:35])[CH:34]=[C:22]3[N:21]=2)=[CH:16][CH:17]=1)([CH3:1])[CH2:3][NH:4][C:5](=[O:10])[C:6]([OH:8])=[O:7]. The catalyst class is: 5. (2) Reactant: [Cl:1][C:2]1[C:7]([C:8]([F:11])([F:10])[F:9])=[CH:6][CH:5]=[CH:4][C:3]=1[O:12][CH2:13][O:14][CH3:15].C([Li])CCC.Cl[C:22]([O:24][CH3:25])=[O:23].C(=O)(O)[O-:27].[Na+]. Product: [Cl:1][C:2]1[C:3]([O:12][C:13]([O:14][CH3:15])=[O:27])=[C:4]([CH:5]=[CH:6][C:7]=1[C:8]([F:11])([F:10])[F:9])[C:22]([O:24][CH3:25])=[O:23]. The catalyst class is: 1. (3) Reactant: [CH2:1]([S:8][C:9]1[N:18]=[CH:17][C:16]2[CH2:15][CH2:14][CH:13]([C:19](=O)[C:20]([C:22]3[CH:27]=[CH:26][CH:25]=[CH:24][CH:23]=3)=[O:21])[C:12](=O)[C:11]=2[N:10]=1)[C:2]1[CH:7]=[CH:6][CH:5]=[CH:4][CH:3]=1.[CH3:30][NH:31][NH2:32]. Product: [CH2:1]([S:8][C:9]1[N:18]=[CH:17][C:16]2[CH2:15][CH2:14][C:13]3[C:19]([C:20]([C:22]4[CH:27]=[CH:26][CH:25]=[CH:24][CH:23]=4)=[O:21])=[N:32][N:31]([CH3:30])[C:12]=3[C:11]=2[N:10]=1)[C:2]1[CH:7]=[CH:6][CH:5]=[CH:4][CH:3]=1. The catalyst class is: 8. (4) Reactant: C([S:4][CH:5]1[CH2:10][CH2:9][N:8]([C:11]([O:13][CH2:14][CH:15]2[C:27]3[CH:26]=[CH:25][CH:24]=[CH:23][C:22]=3[C:21]3[C:16]2=[CH:17][CH:18]=[CH:19][CH:20]=3)=[O:12])[CH2:7][CH2:6]1)(=O)C.O.NN.Cl. Product: [SH:4][CH:5]1[CH2:10][CH2:9][N:8]([C:11]([O:13][CH2:14][CH:15]2[C:27]3[CH:26]=[CH:25][CH:24]=[CH:23][C:22]=3[C:21]3[C:16]2=[CH:17][CH:18]=[CH:19][CH:20]=3)=[O:12])[CH2:7][CH2:6]1. The catalyst class is: 88. (5) Reactant: [CH:1]([CH:3]1[CH2:8][CH2:7][N:6]([C:9]([O:11][CH2:12][C:13]2[CH:18]=[CH:17][CH:16]=[CH:15][CH:14]=2)=[O:10])[CH2:5][CH2:4]1)=O.[CH3:19][C:20](=[O:23])[CH:21]=[CH2:22].O.[OH-].[K+]. Product: [O:23]=[C:20]1[CH2:21][CH2:22][C:3]2([CH2:8][CH2:7][N:6]([C:9]([O:11][CH2:12][C:13]3[CH:18]=[CH:17][CH:16]=[CH:15][CH:14]=3)=[O:10])[CH2:5][CH2:4]2)[CH:1]=[CH:19]1. The catalyst class is: 5. (6) Reactant: [F:1][C:2]1[CH:7]=[CH:6][C:5]([C:8]2[CH:12]=[C:11]([C:13]3[CH:18]=[CH:17][N:16]=[CH:15][CH:14]=3)[N:10]([CH3:19])[N:9]=2)=[CH:4][CH:3]=1.C1C(=O)N([Br:27])C(=O)C1. Product: [Br:27][C:12]1[C:8]([C:5]2[CH:4]=[CH:3][C:2]([F:1])=[CH:7][CH:6]=2)=[N:9][N:10]([CH3:19])[C:11]=1[C:13]1[CH:18]=[CH:17][N:16]=[CH:15][CH:14]=1. The catalyst class is: 124. (7) Reactant: [NH2:1][CH:2]1[CH2:7][CH2:6][N:5]([C:8]2[CH:13]=[CH:12][C:11]([C:14]3[NH:23][C:22](=[O:24])[C:21]4[C:16](=[CH:17][C:18]([O:27][CH3:28])=[CH:19][C:20]=4[O:25][CH3:26])[N:15]=3)=[CH:10][CH:9]=2)[CH2:4][CH2:3]1.[CH3:29][S:30](Cl)(=[O:32])=[O:31].CCN(CC)CC. Product: [CH3:26][O:25][C:20]1[CH:19]=[C:18]([O:27][CH3:28])[CH:17]=[C:16]2[C:21]=1[C:22](=[O:24])[NH:23][C:14]([C:11]1[CH:12]=[CH:13][C:8]([N:5]3[CH2:4][CH2:3][CH:2]([NH:1][S:30]([CH3:29])(=[O:32])=[O:31])[CH2:7][CH2:6]3)=[CH:9][CH:10]=1)=[N:15]2. The catalyst class is: 2. (8) Reactant: C(NC(C)C)(C)C.[Br:8][C:9]1[CH:14]=[CH:13][C:12]([O:15][CH3:16])=[C:11]([F:17])[CH:10]=1.CN(C)[CH:20]=[O:21]. Product: [Br:8][C:9]1[C:10]([CH:20]=[O:21])=[C:11]([F:17])[C:12]([O:15][CH3:16])=[CH:13][CH:14]=1. The catalyst class is: 7. (9) Reactant: [H-].[Na+].[CH3:3][N:4]1[C:8]2[CH:9]=[C:10]([C:13]3[CH:14]=[C:15]([OH:19])[CH:16]=[CH:17][CH:18]=3)[CH:11]=[CH:12][C:7]=2[N:6]=[CH:5]1.Cl[CH2:21][CH:22]1[CH2:24][O:23]1. Product: [CH3:3][N:4]1[C:8]2[CH:9]=[C:10]([C:13]3[CH:18]=[CH:17][CH:16]=[C:15]([O:19][CH2:21][CH:22]4[CH2:24][O:23]4)[CH:14]=3)[CH:11]=[CH:12][C:7]=2[N:6]=[CH:5]1. The catalyst class is: 18. (10) Reactant: [CH3:1][O:2][C:3]1[C:4](=[O:32])[C:5]([CH3:31])=[C:6]([CH2:12][C:13]2[C:14]([O:27]C(=O)C)=[C:15]([CH:24]=[CH:25][CH:26]=2)[C:16]([N:18]2[CH2:23][CH2:22][O:21][CH2:20][CH2:19]2)=[O:17])[C:7](=[O:11])[C:8]=1[O:9][CH3:10].C(=O)([O-])O.[Na+]. Product: [CH3:1][O:2][C:3]1[C:4](=[O:32])[C:5]([CH3:31])=[C:6]([CH2:12][C:13]2[C:14]([OH:27])=[C:15]([CH:24]=[CH:25][CH:26]=2)[C:16]([N:18]2[CH2:23][CH2:22][O:21][CH2:20][CH2:19]2)=[O:17])[C:7](=[O:11])[C:8]=1[O:9][CH3:10]. The catalyst class is: 24.